Dataset: Drug-target binding data from BindingDB using IC50 measurements. Task: Regression. Given a target protein amino acid sequence and a drug SMILES string, predict the binding affinity score between them. We predict pIC50 (pIC50 = -log10(IC50 in M); higher means more potent). Dataset: bindingdb_ic50. (1) The drug is CC(C)c1nc(N(C)S(C)(=O)=O)nc(-c2ccc(F)cc2)c1/C=C/[C@@H](O)C[C@@H](O)CC(=O)[O-]. The target protein (P51639) has sequence MLSRLFRMHGLFVASHPWEVIVGTVTLTICMMSMNMFTGNNKICGWNYECPKFEEDVLSSDIIILTITRCIAILYIYFQFQNLRQLGSKYILGIAGLFTIFSSFVFSTVVIHFLDKELTGLNEALPFFLLLIDLSRASALAKFALSSNSQDEVRENIARGMAILGPTFTLDALVECLVIGVGTMSGVRQLEIMCCFGCMSVLANYFVFMTFFPACVSLVLELSRESREGRPIWQLSHFARVLEEEENKPNPVTQRVKMIMSLGLVLVHAHSRWIADPSPQNSTAEQSKVSLGLAEDVSKRIEPSVSLWQFYLSKMISMDIEQVITLSLALLLAVKYIFFEQAETESTLSLKNPITSPVVTPKKAQDNCCRREPLLVRRNQKLSSVEEDPGVNQDRKVEVIKPLVAEAETSGRATFVLGASAASPPLALGAQEPGIELPSEPRPNEECLQILESAEKGAKFLSDAEIIQLVNAKHIPAYKLETLMETHERGVSIRRQLLSA.... The pIC50 is 5.0. (2) The small molecule is OC[C@H]1O[C@H](Cn2cc(COc3ccccc3)nn2)[C@@H](O)[C@@H](O)[C@@H]1O. The target protein (P08191) has sequence MKRVITLFAVLLMGWSVNAWSFACKTANGTAIPIGGGSANVYVNLAPVVNVGQNLVVDLSTQIFCHNDYPETITDYVTLQRGSAYGGVLSNFSGTVKYSGSSYPFPTTSETPRVVYNSRTDKPWPVALYLTPVSSAGGVAIKAGSLIAVLILRQTNNYNSDDFQFVWNIYANNDVVVPTGGCDVSARDVTVTLPDYPGSVPIPLTVYCAKSQNLGYYLSGTTADAGNSIFTNTASFSPAQGVGVQLTRNGTIIPANNTVSLGAVGTSAVSLGLTANYARTGGQVTAGNVQSIIGVTFVYQ. The pIC50 is 6.5. (3) The drug is Clc1ccc(C2CC(c3ccccc3)=NN2)cc1. The target protein sequence is MWAVLPLLCAGAWLLGAPACGAAELAVNSLEKFHFQSWMVQHQKKYSSEEYHHRLQVFASNLREINAHNARNHTFKMGLNQFSDMSFAELKRKYLWSEPQNCSATKSNYLRGTGPYPPSMDWREKGNFVTPVKNQGSCGSCWTFSTTGALESAVAIATGKLPFLAEQQLVDCAQNFNNHGCQGGLPSQAFEYIRYNKGIMGEDTYPYRGQDGDCKYQPSKAIAFVKDVANITLNDEEAMVEAVALYNPVSFAFEVTADFMMYRKGIYSSTSCHKTPDKVNHAVLAVGYGEEKGIPYWIVKNSWGPHWGMKGYFLIERGKNMCGLAACASFPIPLV. The pIC50 is 5.2. (4) The small molecule is COc1ccc(-c2n[nH]c(=S)o2)cc1. The target protein (Q8XB35) has sequence MFLAQEIIRKKRDGHALSDEEIRFFINGIRDNTISEGQIAALAMTIFFHDMTMPERVSLTMAMRDSGTVLDWKSLHLNGPIVDKHSTGGVGDVTSLMLGPMVAACGGYIPMISGRGLGHTGGTLDKLESIPGFDIFPDDNRFREIIKDVGVAIIGQTSSLAPADKRFYATRDITATVDSIPLITASILAKKLAEGLDALVMDVKVGSGAFMPTYELSEALAEAIVGVANGAGVRTTALLTDMNQVLASSAGNAVEVREAVQFLTGEYRNPRLFDVTMALCVEMLISGKLAKDDAEARAKLQAVLDNGKAAEVFGRMVAAQKGPTDFVENYAKYLPTAMLTKAVYADTEGFVSEMDTRALGMAVVAMGGGRRQASDTIDYSVGFTDMARLGDQVDGQRPLAVIHAKDENSWQEAAKAVKAAIKLADKAPESTPTVYRRISE. The pIC50 is 4.1. (5) The compound is COc1c(O)cc(O)c(C(=O)c2c(O)cc(O)cc2O)c1CC=C(C)C. The target protein sequence is MPRYGASLRQSCPRSGREQGQDGTAGAPGLLWMGLVLALALALALALSDSRVLWAPAEAHPLSPQGHPARLHRIVPRLRDVFGWGNLTCPICKGLFTAINLGLKKEPNVARVGSVAIKLCNLLKIAPPAVCQSIVHLFEDDMVEVWRRSVLSPSEACGLLLGSTCGHWDIFSSWNISLPTVPKPPPKPPSPPAPGAPVSRILFLTDLHWDHDYLEGTDPDCADPLCCRRGSGLPPASRPGAGYWGEYSKCDLPLRTLESLLSGLGPAGPFDMVYWTGDIPAHDVWHQTRQDQLRALTTVTALVRKFLGPVPVYPAVGNHESTPVNSFPPPFIEGNHSSRWLYEAMAKAWEPWLPAEALRTLRIGGFYALSPYPGLRLISLNMNFCSRENFWLLINSTDPAGQLQWLVGELQAAEDRGDKVHIIGHIPPGHCLKSWSWNYYRIVARYENTLAAQFFGHTHVDEFEVFYDEETLSRPLAVAFLAPSATTYIGLNPGYRVYQI.... The pIC50 is 4.8. (6) The target protein (Q13451) has sequence MTTDEGAKNNEESPTATVAEQGEDITSKKDRGVLKIVKRVGNGEETPMIGDKVYVHYKGKLSNGKKFDSSHDRNEPFVFSLGKGQVIKAWDIGVATMKKGEICHLLCKPEYAYGSAGSLPKIPSNATLFFEIELLDFKGEDLFEDGGIIRRTKRKGEGYSNPNEGATVEIHLEGRCGGRMFDCRDVAFTVGEGEDHDIPIGIDKALEKMQREEQCILYLGPRYGFGEAGKPKFGIEPNAELIYEVTLKSFEKAKESWEMDTKEKLEQAAIVKEKGTVYFKGGKYMQAVIQYGKIVSWLEMEYGLSEKESKASESFLLAAFLNLAMCYLKLREYTKAVECCDKALGLDSANEKGLYRRGEAQLLMNEFESAKGDFEKVLEVNPQNKAARLQISMCQKKAKEHNERDRRIYANMFKKFAEQDAKEEANKAMGKKTSEGVTNEKGTDSQAMEEEKPEGHV. The pIC50 is 4.7. The small molecule is COc1ccc(CC[C@@H](OC(=O)[C@@H]2CCCCN2S(=O)(=O)c2cc(Cl)cc(Cl)c2)c2cccc(OCC(=O)O)c2)cc1OC. (7) The drug is N#Cc1nc(-c2ccccc2)oc1N1CCN(C(=O)c2cccs2)CC1. The target protein sequence is MREAICIHIGQAGCQVGNACWELFCLEHGIQPDGSMPSDKCIGVEDDAFNTFFSETGAGKHVPRCLFLDLEPTVVDEVRTGTYRQLFNPEQLVSGKEDAANNYARGHYTIGKEIVDLALDRIRKLADNCTGLQGFMVFHAVGGGTGSGLGALLLERLSVDYGKKSKLGYTVYPSPQVSTAVVEPYNCVLSTHSLLEHTDVATMLDNEAIYDLTRRSLDIERPSYTNVNRLIGQVVSSLTASLRFDGALNVDLTEFQTNLVPYPRIHFVLTSYAPVVSAEKAYHEQLSVSDITNSVFEPAGMLTKCDPRHGKYMSCCLMYRGDVVPKDVNAAIATIKTKRTIQFVDWCPTGFKCGINYQPPTVVPGGDLAKVQRAVCMIANSTAIAEVFARIDHKFDLMYSKRAFVHWYVGEGMEEGEFSEAREDLAALEKDYEEVGAESADDMGEEDVEEY. The pIC50 is 4.2.